Dataset: Catalyst prediction with 721,799 reactions and 888 catalyst types from USPTO. Task: Predict which catalyst facilitates the given reaction. (1) Reactant: [CH2:1]([C:5]1[CH:6]=[C:7]2[C:12](=[C:13](F)[CH:14]=1)[N:11]=[CH:10][CH:9]=[CH:8]2)[CH2:2][CH2:3][CH3:4].[C:16]([O:20][C:21]([N:23]1[CH2:28][CH2:27][CH:26]([OH:29])[CH2:25][CH2:24]1)=[O:22])([CH3:19])([CH3:18])[CH3:17].CC(C)([O-])C.[Na+].[Cl-].[NH4+]. The catalyst class is: 37. Product: [CH2:1]([C:5]1[CH:6]=[C:7]2[C:12](=[C:13]([O:29][CH:26]3[CH2:25][CH2:24][N:23]([C:21]([O:20][C:16]([CH3:19])([CH3:18])[CH3:17])=[O:22])[CH2:28][CH2:27]3)[CH:14]=1)[N:11]=[CH:10][CH:9]=[CH:8]2)[CH2:2][CH2:3][CH3:4]. (2) Reactant: [CH3:1][N:2]1[CH2:15][CH2:14][C:5]2[NH:6][C:7]3[CH:8]=[CH:9][C:10]([CH3:13])=[CH:11][C:12]=3[C:4]=2[CH2:3]1.Br[C:17]1[CH:22]=[CH:21][CH:20]=[CH:19][CH:18]=1.[O-]P([O-])([O-])=O.[K+].[K+].[K+].N1CCC[C@H]1C(O)=O. Product: [CH3:1][N:2]1[CH2:15][CH2:14][C:5]2[N:6]([C:17]3[CH:22]=[CH:21][CH:20]=[CH:19][CH:18]=3)[C:7]3[CH:8]=[CH:9][C:10]([CH3:13])=[CH:11][C:12]=3[C:4]=2[CH2:3]1. The catalyst class is: 580. (3) Reactant: [Cl:1][C:2]1[N:7]=[C:6]([NH:8][NH:9][C:10](=[O:29])[C@H:11]([CH2:23][CH:24]2[CH2:28][CH2:27][CH2:26][CH2:25]2)[CH2:12][N:13]([O:16]C2CCCCO2)[CH:14]=[O:15])[C:5]([F:30])=[C:4]([N:31]2[CH2:37][CH:36]([N:38]([CH3:40])[CH3:39])[C:33]3([CH2:35][CH2:34]3)[CH2:32]2)[N:3]=1. Product: [Cl:1][C:2]1[N:7]=[C:6]([NH:8][NH:9][C:10](=[O:29])[C@H:11]([CH2:23][CH:24]2[CH2:25][CH2:26][CH2:27][CH2:28]2)[CH2:12][N:13]([OH:16])[CH:14]=[O:15])[C:5]([F:30])=[C:4]([N:31]2[CH2:37][CH:36]([N:38]([CH3:40])[CH3:39])[C:33]3([CH2:35][CH2:34]3)[CH2:32]2)[N:3]=1. The catalyst class is: 313. (4) Reactant: [CH3:1][C:2]1[C:3]([NH:8][C@@H:9]2[CH2:14][CH2:13][CH2:12][N:11]([C:15]([O:17][C:18]([CH3:21])([CH3:20])[CH3:19])=[O:16])[CH2:10]2)=[N:4][CH:5]=[CH:6][CH:7]=1.[Br:22][C:23]1[CH:31]=[CH:30][C:26]([C:27](Cl)=[O:28])=[CH:25][CH:24]=1.C[Si]([N-][Si](C)(C)C)(C)C.[Li+]. Product: [Br:22][C:23]1[CH:31]=[CH:30][C:26]([C:27]([N:8]([C:3]2[C:2]([CH3:1])=[CH:7][CH:6]=[CH:5][N:4]=2)[C@@H:9]2[CH2:14][CH2:13][CH2:12][N:11]([C:15]([O:17][C:18]([CH3:21])([CH3:20])[CH3:19])=[O:16])[CH2:10]2)=[O:28])=[CH:25][CH:24]=1. The catalyst class is: 1. (5) Reactant: [F:1][C:2]1[CH:3]=[C:4](/[CH:11]=[CH:12]/[C:13]([O:15][CH3:16])=[O:14])[CH:5]=[C:6]([F:10])[C:7]=1[CH:8]=O.[NH:17]1[C:25]2[C:20](=[CH:21][CH:22]=[CH:23][CH:24]=2)[C:19]([CH2:26][C@H:27]([NH:29][CH2:30][C:31]([F:34])([CH3:33])[CH3:32])[CH3:28])=[CH:18]1.C(O)(=O)C. Product: [F:1][C:2]1[CH:3]=[C:4](/[CH:11]=[CH:12]/[C:13]([O:15][CH3:16])=[O:14])[CH:5]=[C:6]([F:10])[C:7]=1[C@@H:8]1[C:18]2[NH:17][C:25]3[C:20]([C:19]=2[CH2:26][C@@H:27]([CH3:28])[N:29]1[CH2:30][C:31]([F:34])([CH3:33])[CH3:32])=[CH:21][CH:22]=[CH:23][CH:24]=3. The catalyst class is: 11. (6) Reactant: Cl[C:2]1[N:3]=[CH:4][C:5]([C:8]([NH2:10])=[O:9])=[N:6][CH:7]=1.[NH2:11][CH2:12][CH2:13][CH:14]1[CH2:19][CH2:18][N:17]([C:20]([O:22][C:23]([CH3:26])([CH3:25])[CH3:24])=[O:21])[CH2:16][CH2:15]1.C(=O)([O-])[O-].[K+].[K+].C(OCC)(=O)C. Product: [C:8]([C:5]1[N:6]=[CH:7][C:2]([NH:11][CH2:12][CH2:13][CH:14]2[CH2:15][CH2:16][N:17]([C:20]([O:22][C:23]([CH3:26])([CH3:25])[CH3:24])=[O:21])[CH2:18][CH2:19]2)=[N:3][CH:4]=1)(=[O:9])[NH2:10]. The catalyst class is: 58. (7) Reactant: [CH2:1]([N:8]1[CH2:12][CH2:11][C:10]([C:14]2[CH:19]=[CH:18][CH:17]=[C:16]([Cl:20])[C:15]=2[F:21])([OH:13])[CH2:9]1)[C:2]1C=CC=CC=1.ICC. Product: [Cl:20][C:16]1[C:15]([F:21])=[C:14]([C:10]2([OH:13])[CH2:11][CH2:12][N:8]([CH2:1][CH3:2])[CH2:9]2)[CH:19]=[CH:18][CH:17]=1. The catalyst class is: 9. (8) Reactant: [NH2:1][C:2]1[N:7]=[CH:6][N:5]=[C:4]2[N:8]([CH:12]([C:14]3[O:15][C:16]4[C:21]([C:22](=[O:31])[C:23]=3[C:24]3[CH:29]=[CH:28][CH:27]=[C:26]([F:30])[CH:25]=3)=[CH:20][CH:19]=[CH:18][CH:17]=4)[CH3:13])[N:9]=[C:10](I)[C:3]=12.[NH:32]1[C:40]2[C:35](=[CH:36][CH:37]=[C:38](B3OC(C)(C)C(C)(C)O3)[CH:39]=2)[CH:34]=[N:33]1.C(=O)([O-])[O-].[Na+].[Na+].ClCCl. Product: [NH2:1][C:2]1[N:7]=[CH:6][N:5]=[C:4]2[N:8]([CH:12]([C:14]3[O:15][C:16]4[C:21]([C:22](=[O:31])[C:23]=3[C:24]3[CH:29]=[CH:28][CH:27]=[C:26]([F:30])[CH:25]=3)=[CH:20][CH:19]=[CH:18][CH:17]=4)[CH3:13])[N:9]=[C:10]([C:38]3[CH:39]=[C:40]4[C:35]([CH:34]=[N:33][NH:32]4)=[CH:36][CH:37]=3)[C:3]=12. The catalyst class is: 615. (9) Reactant: [Br:1][C:2]1[CH:7]=[CH:6][C:5]([C:8]2[O:12][N:11]=[C:10]([CH3:13])[C:9]=2[CH:14]2[CH2:16][O:15]2)=[CH:4][CH:3]=1.[C@@H:17]1([NH2:26])[C:25]2[C:20](=[CH:21][CH:22]=[CH:23][CH:24]=2)[CH2:19][CH2:18]1. Product: [Br:1][C:2]1[CH:7]=[CH:6][C:5]([C:8]2[O:12][N:11]=[C:10]([CH3:13])[C:9]=2[CH:14]([OH:15])[CH2:16][NH:26][C@@H:17]2[C:25]3[C:20](=[CH:21][CH:22]=[CH:23][CH:24]=3)[CH2:19][CH2:18]2)=[CH:4][CH:3]=1. The catalyst class is: 60. (10) Product: [Cl:18][C:17]1[CH:16]=[CH:15][N:14]2[C:13]([C:12]=1[CH3:11])=[C:19]([CH:22]1[CH2:24][CH2:23]1)[CH:20]=[C:26]([C:27]([O:29][CH3:30])=[O:28])[C:25]2=[O:31]. Reactant: N1CCCCC1.C(O)(=O)C.[CH3:11][C:12]1[C:13]([CH:19]([CH:22]2[CH2:24][CH2:23]2)[CH:20]=O)=[N:14][CH:15]=[CH:16][C:17]=1[Cl:18].[C:25](OC)(=[O:31])[CH2:26][C:27]([O:29][CH3:30])=[O:28]. The catalyst class is: 8.